From a dataset of Reaction yield outcomes from USPTO patents with 853,638 reactions. Predict the reaction yield, written as a fraction of the theoretical maximum amount of product (1.0 means a 100% yield; for example, 0.34 means a 34% yield). (1) The reactants are [H-].[Na+].[S:3]1[C:7]2[CH:8]=[CH:9][CH:10]=[CH:11][C:6]=2[N:5]=[C:4]1[CH2:12][C:13]#[N:14].[Cl:15][C:16]1[N:21]=[C:20](Cl)[CH:19]=[CH:18][N:17]=1. The catalyst is C1COCC1. The product is [S:3]1[C:7]2[CH:8]=[CH:9][CH:10]=[CH:11][C:6]=2[N:5]=[C:4]1[CH:12]([C:18]1[CH:19]=[CH:20][N:21]=[C:16]([Cl:15])[N:17]=1)[C:13]#[N:14]. The yield is 0.840. (2) The reactants are [NH:1]1[C:9]2[C:4](=[CH:5][CH:6]=[CH:7][CH:8]=2)[CH2:3][C:2]1=[O:10].[N+:11]([O-])([OH:13])=[O:12]. The catalyst is S(=O)(=O)(O)O. The product is [N+:11]([C:6]1[CH:5]=[C:4]2[C:9](=[CH:8][CH:7]=1)[NH:1][C:2](=[O:10])[CH2:3]2)([O-:13])=[O:12]. The yield is 0.700. (3) The reactants are [S:1]1[C:5]2[CH:6]=[CH:7][CH:8]=[CH:9][C:4]=2[C:3]([N:10]2[CH2:15][CH2:14][N:13]([CH2:16][CH2:17][C:18]3[CH:19]=[C:20]4[C:24](=[CH:25][CH:26]=3)[C:23]([CH3:28])([CH3:27])[CH:22]([NH:29][CH3:30])[C:21]4([CH3:32])[CH3:31])[CH2:12][CH2:11]2)=[N:2]1.C(O[C:37](=[O:39])[CH3:38])(=O)C.C(N(CC)CC)C. The catalyst is C(Cl)Cl. The product is [S:1]1[C:5]2[CH:6]=[CH:7][CH:8]=[CH:9][C:4]=2[C:3]([N:10]2[CH2:15][CH2:14][N:13]([CH2:16][CH2:17][C:18]3[CH:19]=[C:20]4[C:24](=[CH:25][CH:26]=3)[C:23]([CH3:28])([CH3:27])[CH:22]([N:29]([CH3:30])[C:37](=[O:39])[CH3:38])[C:21]4([CH3:32])[CH3:31])[CH2:12][CH2:11]2)=[N:2]1. The yield is 0.820. (4) The reactants are [C:1]([O-:4])(=[O:3])[CH3:2].[K+].C(O)(=O)C.Cl[CH2:11][C:12]([C:14]1[CH:19]=[CH:18][CH:17]=[CH:16][CH:15]=1)=[O:13].O. The catalyst is C(O)C. The product is [C:1]([O:4][CH2:11][C:12]([C:14]1[CH:19]=[CH:18][CH:17]=[CH:16][CH:15]=1)=[O:13])(=[O:3])[CH3:2]. The yield is 0.793. (5) The reactants are [F:1][C:2]1[CH:8]=[C:7]([CH3:9])[CH:6]=[CH:5][C:3]=1N.N([O-])=O.[Na+].[I-:14].[K+].S(=O)(O)[O-].[Na+]. The catalyst is S(=O)(=O)(O)O.O. The product is [F:1][C:2]1[CH:8]=[C:7]([CH3:9])[CH:6]=[CH:5][C:3]=1[I:14]. The yield is 0.660. (6) The reactants are [Cl:1][CH:2](Cl)[C:3]1([OH:13])[CH2:8][O:7][C:6]([CH:10](Cl)[Cl:11])([OH:9])[CH2:5][O:4]1.[H][H]. The catalyst is [C].[Pd].O. The product is [Cl:11][CH2:10][C:6]1([OH:9])[CH2:5][O:4][C:3]([CH2:2][Cl:1])([OH:13])[CH2:8][O:7]1. The yield is 0.990. (7) The reactants are C(OC(=O)[NH:10][C:11]1[CH:16]=[CH:15][C:14]([F:17])=[C:13]([C:18]([C:20]2[C:28]3[C:23](=[N:24][CH:25]=[C:26]([Cl:29])[CH:27]=3)[NH:22][CH:21]=2)=[O:19])[C:12]=1[F:30])C1C=CC=CC=1.[OH-].[Na+]. The catalyst is O. The product is [NH2:10][C:11]1[C:12]([F:30])=[C:13]([C:18]([C:20]2[C:28]3[C:23](=[N:24][CH:25]=[C:26]([Cl:29])[CH:27]=3)[NH:22][CH:21]=2)=[O:19])[C:14]([F:17])=[CH:15][CH:16]=1. The yield is 0.810. (8) The reactants are [CH2:1]([NH2:4])[CH2:2][CH3:3].C(N(CC)CC)C.O1CCCC1.[C:17](Cl)(=[O:24])[C:18]1[CH:23]=[CH:22][CH:21]=[CH:20][CH:19]=1. The catalyst is C(Cl)(Cl)Cl. The product is [CH2:1]([NH:4][C:17](=[O:24])[C:18]1[CH:23]=[CH:22][CH:21]=[CH:20][CH:19]=1)[CH2:2][CH3:3]. The yield is 0.920. (9) The reactants are CS([C:5]1[N:10]=[C:9]([C:11]2[CH:16]=[CH:15][C:14]([S:17]([CH3:20])(=[O:19])=[O:18])=[CH:13][CH:12]=2)[CH:8]=[C:7]([C:21]([F:24])([F:23])[F:22])[N:6]=1)(=O)=O.[NH2:25][CH2:26][C:27]1[CH:28]=[N:29][CH:30]=[CH:31][CH:32]=1. The catalyst is CC#N. The product is [CH3:20][S:17]([C:14]1[CH:15]=[CH:16][C:11]([C:9]2[CH:8]=[C:7]([C:21]([F:24])([F:23])[F:22])[N:6]=[C:5]([NH:25][CH2:26][C:27]3[CH:28]=[N:29][CH:30]=[CH:31][CH:32]=3)[N:10]=2)=[CH:12][CH:13]=1)(=[O:19])=[O:18]. The yield is 0.930. (10) The reactants are O.[NH2:2][NH2:3].C(N(CC)CC)C.[Cl:11][C:12]1[N:17]=[C:16]([Cl:18])[C:15]([F:19])=[C:14](Cl)[N:13]=1. The catalyst is CO. The product is [Cl:11][C:12]1[N:17]=[C:16]([Cl:18])[C:15]([F:19])=[C:14]([NH:2][NH2:3])[N:13]=1. The yield is 0.320.